This data is from Full USPTO retrosynthesis dataset with 1.9M reactions from patents (1976-2016). The task is: Predict the reactants needed to synthesize the given product. (1) Given the product [C:3]([C:6]1[N:11]=[C:10]([C:12]2[CH:17]=[C:16]([F:18])[C:15]([C:19]3[CH:24]=[CH:23][C:22]([CH2:25][C:26]([OH:28])=[O:27])=[CH:21][C:20]=3[Cl:30])=[C:14]([F:31])[CH:13]=2)[C:9]([CH3:32])=[N:8][C:7]=1[CH3:33])(=[O:5])[NH2:4], predict the reactants needed to synthesize it. The reactants are: [OH-].[K+].[C:3]([C:6]1[N:11]=[C:10]([C:12]2[CH:17]=[C:16]([F:18])[C:15]([C:19]3[CH:24]=[CH:23][C:22]([CH2:25][C:26]([O:28]C)=[O:27])=[CH:21][C:20]=3[Cl:30])=[C:14]([F:31])[CH:13]=2)[C:9]([CH3:32])=[N:8][C:7]=1[CH3:33])(=[O:5])[NH2:4].Cl. (2) Given the product [CH3:30][N:31]([CH3:32])[C:17]([C@@H:12]1[CH2:13][CH2:14][CH2:15][CH2:16][N:11]1[C:9]([O:8][CH2:7][C:1]1[CH:6]=[CH:5][CH:4]=[CH:3][CH:2]=1)=[O:10])=[O:19], predict the reactants needed to synthesize it. The reactants are: [C:1]1([CH2:7][O:8][C:9]([N:11]2[CH2:16][CH2:15][CH2:14][CH2:13][C@H:12]2[C:17]([OH:19])=O)=[O:10])[CH:6]=[CH:5][CH:4]=[CH:3][CH:2]=1.C1C=CC2N(O)N=NC=2C=1.[CH3:30][N:31]1CCOC[CH2:32]1.CNC.C1COCC1.CCN=C=NCCCN(C)C.Cl. (3) Given the product [Cl:3][C:4]1[CH:5]=[CH:6][C:7]([O:10][CH2:12][O:13][CH3:14])=[CH:8][N:9]=1, predict the reactants needed to synthesize it. The reactants are: [H-].[Na+].[Cl:3][C:4]1[N:9]=[CH:8][C:7]([OH:10])=[CH:6][CH:5]=1.Br[CH2:12][O:13][CH3:14]. (4) Given the product [CH3:18][C@@H:5]1[CH2:4][CH2:3][C@H:2]([O:1][S:29]([CH3:28])(=[O:31])=[O:30])[CH2:7][N:6]1[C:8]([O:10][CH2:11][C:12]1[CH:17]=[CH:16][CH:15]=[CH:14][CH:13]=1)=[O:9], predict the reactants needed to synthesize it. The reactants are: [OH:1][C@@H:2]1[CH2:7][N:6]([C:8]([O:10][CH2:11][C:12]2[CH:17]=[CH:16][CH:15]=[CH:14][CH:13]=2)=[O:9])[C@H:5]([CH3:18])[CH2:4][CH2:3]1.CCN(C(C)C)C(C)C.[CH3:28][S:29](Cl)(=[O:31])=[O:30]. (5) Given the product [O:26]1[CH2:27][CH:24]([N:14]2[C:15]3[CH2:20][CH2:19][N:18]([C:21](=[O:23])[CH3:22])[CH2:17][C:16]=3[C:12]([N:8]3[C:9]4[C:4](=[CH:3][C:2]([C:33]5[CH:38]=[CH:37][CH:36]=[CH:35][N:34]=5)=[CH:11][CH:10]=4)[CH2:5][CH2:6][CH2:7]3)=[N:13]2)[CH2:25]1, predict the reactants needed to synthesize it. The reactants are: Br[C:2]1[CH:3]=[C:4]2[C:9](=[CH:10][CH:11]=1)[N:8]([C:12]1[C:16]3[CH2:17][N:18]([C:21](=[O:23])[CH3:22])[CH2:19][CH2:20][C:15]=3[N:14]([CH:24]3[CH2:27][O:26][CH2:25]3)[N:13]=1)[CH2:7][CH2:6][CH2:5]2.C([Sn](CCCC)(CCCC)[C:33]1[CH:38]=[CH:37][CH:36]=[CH:35][N:34]=1)CCC. (6) Given the product [CH2:9]([O:11][C:12](=[O:23])[CH:13]([C:14]1[CH:19]=[CH:18][C:17]([N+:20]([O-:22])=[O:21])=[CH:16][CH:15]=1)[CH2:25][CH:26]1[CH2:30][CH2:29][CH2:28][CH2:27]1)[CH3:10], predict the reactants needed to synthesize it. The reactants are: C([N-]C(C)C)(C)C.[Li+].[CH2:9]([O:11][C:12](=[O:23])[CH2:13][C:14]1[CH:19]=[CH:18][C:17]([N+:20]([O-:22])=[O:21])=[CH:16][CH:15]=1)[CH3:10].I[CH2:25][CH:26]1[CH2:30][CH2:29][CH2:28][CH2:27]1.